From a dataset of Forward reaction prediction with 1.9M reactions from USPTO patents (1976-2016). Predict the product of the given reaction. (1) The product is: [C:1]([O:5][C:6](=[O:38])[CH2:7][CH:8]([O:37][Si:44]([CH2:49][CH3:50])([CH2:47][CH3:48])[CH2:45][CH3:46])[C:9]([CH3:36])([CH3:35])[C:10](=[O:34])[CH:11]([CH3:33])[CH:12]([O:24][C:25]([O:27][CH2:28][C:29]([Cl:30])([Cl:32])[Cl:31])=[O:26])[CH:13]([CH3:23])[CH2:14][O:15][CH2:16][C:17]1[CH:18]=[CH:19][CH:20]=[CH:21][CH:22]=1)([CH3:3])([CH3:2])[CH3:4]. Given the reactants [C:1]([O:5][C:6](=[O:38])[CH2:7][CH:8]([OH:37])[C:9]([CH3:36])([CH3:35])[C:10](=[O:34])[CH:11]([CH3:33])[CH:12]([O:24][C:25]([O:27][CH2:28][C:29]([Cl:32])([Cl:31])[Cl:30])=[O:26])[CH:13]([CH3:23])[CH2:14][O:15][CH2:16][C:17]1[CH:22]=[CH:21][CH:20]=[CH:19][CH:18]=1)([CH3:4])([CH3:3])[CH3:2].N1C=CN=C1.[Si:44](Cl)([CH2:49][CH3:50])([CH2:47][CH3:48])[CH2:45][CH3:46], predict the reaction product. (2) Given the reactants [N+:1]([O-:4])(O)=[O:2].[CH2:5]([C:7]1[CH:12]=[CH:11][CH:10]=[CH:9][C:8]=1[NH:13][C:14](=[O:16])[CH3:15])[CH3:6].C([O-])([O-])=O.[Na+].[Na+], predict the reaction product. The product is: [CH2:5]([C:7]1[CH:12]=[CH:11][CH:10]=[C:9]([N+:1]([O-:4])=[O:2])[C:8]=1[NH:13][C:14](=[O:16])[CH3:15])[CH3:6]. (3) Given the reactants [C:1]([CH:4]1[CH2:9][CH2:8][N:7]([C:10]2[CH:17]=[CH:16][C:13]([C:14]#N)=[CH:12][CH:11]=2)[CH2:6][CH2:5]1)([OH:3])=[O:2].C(O)=[O:19], predict the reaction product. The product is: [C:1]([CH:4]1[CH2:9][CH2:8][N:7]([C:10]2[CH:17]=[CH:16][C:13]([CH:14]=[O:19])=[CH:12][CH:11]=2)[CH2:6][CH2:5]1)([OH:3])=[O:2]. (4) Given the reactants C(O[C:6]([N:8]1[CH2:12][C:11](=[N:13][O:14][C:15]([CH3:18])([CH3:17])[CH3:16])[CH2:10][C@H:9]1[C:19]([OH:21])=O)=[O:7])(C)(C)C.[C:22]1([CH:28]([C:32]2[CH:37]=[CH:36][CH:35]=[CH:34][CH:33]=2)C(Cl)=O)[CH:27]=[CH:26][CH:25]=[CH:24][CH:23]=1.[CH2:38]([N:40]([CH2:44][CH3:45])[CH2:41][CH2:42][NH2:43])[CH3:39], predict the reaction product. The product is: [C:15]([O:14][N:13]=[C:11]1[CH2:12][N:8]([C:6](=[O:7])[CH:28]([C:22]2[CH:23]=[CH:24][CH:25]=[CH:26][CH:27]=2)[C:32]2[CH:33]=[CH:34][CH:35]=[CH:36][CH:37]=2)[C@H:9]([C:19]([NH:43][CH2:42][CH2:41][N:40]([CH2:44][CH3:45])[CH2:38][CH3:39])=[O:21])[CH2:10]1)([CH3:16])([CH3:17])[CH3:18]. (5) Given the reactants CC([N:5]([C@@H:9]1[CH2:13][CH2:12][N:11]([C:14]2[N:19]3[C:20]([CH2:36][OH:37])=[C:21]([CH2:23][N:24]([CH3:35])[C@@H:25]4[C:34]5[N:33]=[CH:32][CH:31]=[CH:30][C:29]=5[CH2:28][CH2:27][CH2:26]4)[N:22]=[C:18]3[CH:17]=[CH:16][CH:15]=2)[CH2:10]1)C(=O)[O-])(C)C.FC(F)(F)C(O)=O, predict the reaction product. The product is: [NH2:5][C@@H:9]1[CH2:13][CH2:12][N:11]([C:14]2[N:19]3[C:20]([CH2:36][OH:37])=[C:21]([CH2:23][N:24]([CH3:35])[C@@H:25]4[C:34]5[N:33]=[CH:32][CH:31]=[CH:30][C:29]=5[CH2:28][CH2:27][CH2:26]4)[N:22]=[C:18]3[CH:17]=[CH:16][CH:15]=2)[CH2:10]1. (6) Given the reactants C([O:5][C:6]([C@H:8]1[CH2:12][CH2:11][CH2:10][N:9]1[C:13](=[O:32])[CH2:14]/[CH:15]=[CH:16]/[CH2:17][C:18]([N:20]1[CH2:24][CH2:23][CH2:22][C@@H:21]1[C:25]([O:27]C(C)(C)C)=[O:26])=[O:19])=[O:7])(C)(C)C.FC(F)(F)C(O)=O, predict the reaction product. The product is: [C:25]([C@H:21]1[CH2:22][CH2:23][CH2:24][N:20]1[C:18](=[O:19])[CH2:17]/[CH:16]=[CH:15]/[CH2:14][C:13]([N:9]1[CH2:10][CH2:11][CH2:12][C@@H:8]1[C:6]([OH:7])=[O:5])=[O:32])([OH:27])=[O:26]. (7) Given the reactants B(Br)(Br)Br.C[O:6][C:7]1[CH:8]=[C:9]2[C:14](=[CH:15][CH:16]=1)[O:13][C:12]([C:17]1[CH:22]=[CH:21][C:20]([N:23]([CH3:25])[CH3:24])=[CH:19][CH:18]=1)=[CH:11][C:10]2=[O:26], predict the reaction product. The product is: [OH:6][C:7]1[CH:8]=[C:9]2[C:14](=[CH:15][CH:16]=1)[O:13][C:12]([C:17]1[CH:22]=[CH:21][C:20]([N:23]([CH3:24])[CH3:25])=[CH:19][CH:18]=1)=[CH:11][C:10]2=[O:26]. (8) Given the reactants [N:1]1[CH:6]=[CH:5][CH:4]=[C:3]([N:7]2[CH2:11][CH2:10][NH:9][C:8]2=[O:12])[CH:2]=1.Br[C:14]1[S:18][C:17]2[CH:19]=[CH:20][C:21]([F:23])=[CH:22][C:16]=2[C:15]=1[CH3:24].N[C@@H]1CCCC[C@H]1N.C(=O)([O-])[O-].[K+].[K+], predict the reaction product. The product is: [F:23][C:21]1[CH:20]=[CH:19][C:17]2[S:18][C:14]([N:9]3[CH2:10][CH2:11][N:7]([C:3]4[CH:2]=[N:1][CH:6]=[CH:5][CH:4]=4)[C:8]3=[O:12])=[C:15]([CH3:24])[C:16]=2[CH:22]=1. (9) Given the reactants [C:1]1([CH3:11])[CH:6]=[CH:5][C:4]([S:7](Cl)(=[O:9])=[O:8])=[CH:3][CH:2]=1.[NH2:12][C:13]1[CH:18]=[C:17]([Br:19])[N:16]=[CH:15][C:14]=1[NH:20][C@@H:21]([CH3:24])[CH2:22][OH:23], predict the reaction product. The product is: [Br:19][C:17]1[CH:18]=[C:13]([NH:12][S:7]([C:4]2[CH:5]=[CH:6][C:1]([CH3:11])=[CH:2][CH:3]=2)(=[O:9])=[O:8])[C:14]([NH:20][C@@H:21]([CH3:24])[CH2:22][OH:23])=[CH:15][N:16]=1. (10) The product is: [NH2:1][C:2]1[N:7]=[C:6]([NH:21][C@@H:22]([CH2:26][CH2:27][CH2:28][CH3:29])[CH2:23][CH2:24][OH:25])[C:5]([C:9]#[C:10][CH2:11][NH:12][C:13](=[O:19])[O:14][C:15]([CH3:18])([CH3:17])[CH3:16])=[C:4]([CH3:20])[N:3]=1. Given the reactants [NH2:1][C:2]1[N:7]=[C:6](Cl)[C:5]([C:9]#[C:10][CH2:11][NH:12][C:13](=[O:19])[O:14][C:15]([CH3:18])([CH3:17])[CH3:16])=[C:4]([CH3:20])[N:3]=1.[NH2:21][C@@H:22]([CH2:26][CH2:27][CH2:28][CH3:29])[CH2:23][CH2:24][OH:25], predict the reaction product.